Dataset: Reaction yield outcomes from USPTO patents with 853,638 reactions. Task: Predict the reaction yield, written as a fraction of the theoretical maximum amount of product (1.0 means a 100% yield; for example, 0.34 means a 34% yield). (1) The reactants are [NH2:1][N:2]1[C:11](=[O:12])[C:10]2[C:5](=[C:6]([CH3:26])[C:7]([N:14]3[CH2:18][CH2:17][CH:16]([CH:19]([NH2:25])[C:20]4[O:21][CH:22]=[CH:23][N:24]=4)[CH2:15]3)=[C:8]([F:13])[CH:9]=2)[N:4]([CH:27]2[CH2:29][CH2:28]2)[C:3]1=[O:30].C(N(CC)CC)C.[C:38](#[N:41])[CH:39]=[CH2:40]. The catalyst is CO. The product is [NH2:1][N:2]1[C:11](=[O:12])[C:10]2[C:5](=[C:6]([CH3:26])[C:7]([N:14]3[CH2:18][CH2:17][CH:16]([CH:19]([NH:25][CH2:40][CH2:39][C:38]#[N:41])[C:20]4[O:21][CH:22]=[CH:23][N:24]=4)[CH2:15]3)=[C:8]([F:13])[CH:9]=2)[N:4]([CH:27]2[CH2:28][CH2:29]2)[C:3]1=[O:30]. The yield is 0.200. (2) The yield is 0.980. The product is [S:8]([C:5]1[CH:6]=[CH:7][C:2]([NH:1][S:17]([C:14]2[CH:15]=[CH:16][C:11]([CH3:21])=[CH:12][CH:13]=2)(=[O:19])=[O:18])=[CH:3][CH:4]=1)[C:9]#[N:10]. The catalyst is N1C=CC=CC=1. The reactants are [NH2:1][C:2]1[CH:7]=[CH:6][C:5]([S:8][C:9]#[N:10])=[CH:4][CH:3]=1.[C:11]1([CH3:21])[CH:16]=[CH:15][C:14]([S:17](Cl)(=[O:19])=[O:18])=[CH:13][CH:12]=1.O. (3) The reactants are C[O:2][C:3](=[O:41])[CH2:4][C:5]1[CH:40]=[CH:39][CH:38]=[CH:37][C:6]=1[CH2:7][CH2:8][C:9]1[C:14]([C:15]([F:18])([F:17])[F:16])=[CH:13][N:12]=[C:11]([NH:19][C:20]2[CH:21]=[C:22]3[C:27](=[CH:28][CH:29]=2)[CH2:26][N:25]([C:30]([O:32][C:33]([CH3:36])([CH3:35])[CH3:34])=[O:31])[CH2:24][CH2:23]3)[N:10]=1.O.[OH-].[Li+:44]. The catalyst is C1COCC1.O. The product is [C:33]([O:32][C:30]([N:25]1[CH2:24][CH2:23][C:22]2[C:27](=[CH:28][CH:29]=[C:20]([NH:19][C:11]3[N:10]=[C:9]([CH2:8][CH2:7][C:6]4[CH:37]=[CH:38][CH:39]=[CH:40][C:5]=4[CH2:4][C:3]([O-:41])=[O:2])[C:14]([C:15]([F:17])([F:16])[F:18])=[CH:13][N:12]=3)[CH:21]=2)[CH2:26]1)=[O:31])([CH3:36])([CH3:34])[CH3:35].[Li+:44]. The yield is 0.810. (4) The reactants are [N:1]1([C:7]2[CH:12]=[CH:11][C:10]([NH:13][C:14](=[S:34])[NH:15][NH:16][C:17](=O)[C:18]3[CH:23]=[C:22]([Br:24])[C:21]([O:25][CH2:26][O:27][CH3:28])=[CH:20][C:19]=3[O:29][CH2:30][O:31][CH3:32])=[CH:9][CH:8]=2)[CH2:6][CH2:5][O:4][CH2:3][CH2:2]1.[OH-].[Na+]. No catalyst specified. The product is [Br:24][C:22]1[C:21]([O:25][CH2:26][O:27][CH3:28])=[CH:20][C:19]([O:29][CH2:30][O:31][CH3:32])=[C:18]([C:17]2[N:13]([C:10]3[CH:11]=[CH:12][C:7]([N:1]4[CH2:6][CH2:5][O:4][CH2:3][CH2:2]4)=[CH:8][CH:9]=3)[C:14](=[S:34])[NH:15][N:16]=2)[CH:23]=1. The yield is 0.356. (5) The reactants are [Cl:1][C:2]1[CH:3]=[C:4]2[C:8](=[CH:9][CH:10]=1)[NH:7][CH:6]=[C:5]2[CH2:11][CH2:12][NH:13][C:14](=[O:22])[C:15]1[CH:20]=[CH:19][C:18](I)=[CH:17][CH:16]=1.[CH3:23][O:24][C:25]1[CH:30]=[CH:29][C:28](B(O)O)=[CH:27][CH:26]=1.C(=O)([O-])[O-].[Na+].[Na+]. The catalyst is C(COC)OC.O.C1C=CC([P]([Pd]([P](C2C=CC=CC=2)(C2C=CC=CC=2)C2C=CC=CC=2)([P](C2C=CC=CC=2)(C2C=CC=CC=2)C2C=CC=CC=2)[P](C2C=CC=CC=2)(C2C=CC=CC=2)C2C=CC=CC=2)(C2C=CC=CC=2)C2C=CC=CC=2)=CC=1. The product is [Cl:1][C:2]1[CH:3]=[C:4]2[C:8](=[CH:9][CH:10]=1)[NH:7][CH:6]=[C:5]2[CH2:11][CH2:12][NH:13][C:14]([C:15]1[CH:20]=[CH:19][C:18]([C:28]2[CH:29]=[CH:30][C:25]([O:24][CH3:23])=[CH:26][CH:27]=2)=[CH:17][CH:16]=1)=[O:22]. The yield is 0.660. (6) The reactants are [CH2:1]([N:5]1[C:9]([NH:10][C:11](=[O:23])[C:12]2[CH:17]=[C:16]([C:18]([F:21])([F:20])[F:19])[CH:15]=[CH:14][C:13]=2[F:22])=[CH:8][C:7]([C:24]([CH3:27])([CH3:26])[CH3:25])=[N:6]1)[CH2:2][CH2:3][CH3:4].F[C:29](F)(F)S(OC)(=O)=O.[NH4+].[OH-]. The catalyst is C1(C)C=CC=CC=1.O.CC(C)=O. The product is [CH2:1]([N:5]1[N:6]([CH3:29])[C:7]([C:24]([CH3:26])([CH3:25])[CH3:27])=[CH:8]/[C:9]/1=[N:10]\[C:11](=[O:23])[C:12]1[CH:17]=[C:16]([C:18]([F:19])([F:21])[F:20])[CH:15]=[CH:14][C:13]=1[F:22])[CH2:2][CH2:3][CH3:4]. The yield is 0.890. (7) The reactants are [CH:1]1([NH2:4])[CH2:3][CH2:2]1.[Cl:5][C:6]1[N:11]=[C:10](Cl)[C:9]([N:13]([CH3:18])[C:14](=[O:17])[CH:15]=[CH2:16])=[CH:8][N:7]=1.C(N(CC)CC)C. The catalyst is [O-]CC.[O-]CC.[O-]CC.[O-]CC.[Ti+4].C(Cl)Cl. The product is [Cl:5][C:6]1[N:7]=[C:8]2[C:9]([N:13]([CH3:18])[C:14](=[O:17])[CH2:15][CH2:16][N:4]2[CH:1]2[CH2:3][CH2:2]2)=[CH:10][N:11]=1. The yield is 0.110. (8) The reactants are [CH:1]1([CH2:6][CH:7]([C:11]2[CH:16]=[CH:15][C:14]([Cl:17])=[C:13]([Cl:18])[CH:12]=2)[C:8]([OH:10])=O)[CH2:5][CH2:4][CH2:3][CH2:2]1.F[P-](F)(F)(F)(F)F.N1(O[P+](N(C)C)(N(C)C)N(C)C)C2C=CC=CC=2N=N1.[NH2:46][C:47]1[NH:48][C:49]2[CH:55]=[CH:54][CH:53]=[CH:52][C:50]=2[N:51]=1.C(N(CC)CC)C. The catalyst is C(Cl)Cl.O. The product is [NH:48]1[C:49]2[CH:55]=[CH:54][CH:53]=[CH:52][C:50]=2[N:51]=[C:47]1[NH:46][C:8](=[O:10])[CH:7]([C:11]1[CH:16]=[CH:15][C:14]([Cl:17])=[C:13]([Cl:18])[CH:12]=1)[CH2:6][CH:1]1[CH2:2][CH2:3][CH2:4][CH2:5]1. The yield is 0.950. (9) The reactants are [NH2:1][C:2]1[N:6]([C:7]2[CH:12]=[C:11]([S:13][CH3:14])[N:10]=[C:9]([CH3:15])[N:8]=2)[N:5]=[CH:4][C:3]=1[C:16]([O:18]CC)=[O:17].[OH-].[Li+].Cl. The catalyst is O1CCOCC1.O. The product is [NH2:1][C:2]1[N:6]([C:7]2[CH:12]=[C:11]([S:13][CH3:14])[N:10]=[C:9]([CH3:15])[N:8]=2)[N:5]=[CH:4][C:3]=1[C:16]([OH:18])=[O:17]. The yield is 0.740.